The task is: Predict the product of the given reaction.. This data is from Forward reaction prediction with 1.9M reactions from USPTO patents (1976-2016). (1) Given the reactants C(O)(=[O:3])C.Cl[C:6]1[N:11]=[CH:10][N:9]=[C:8]([N:12]2[CH2:17][CH:16]=[C:15]([C:18]3[CH:23]=[CH:22][C:21]([F:24])=[CH:20][CH:19]=3)[C@@H:14]([OH:25])[CH2:13]2)[N:7]=1.C([O-])(=O)C.[Na+], predict the reaction product. The product is: [F:24][C:21]1[CH:22]=[CH:23][C:18]([C:15]2[C@H:14]([OH:25])[CH2:13][N:12]([C:8]3[N:9]=[CH:10][NH:11][C:6](=[O:3])[N:7]=3)[CH2:17][CH:16]=2)=[CH:19][CH:20]=1. (2) Given the reactants C([Li])CCC.CCCCCC.[C:12](#[N:14])[CH3:13].Br[C:16]1[CH:21]=[CH:20][CH:19]=[C:18]([O:22][CH3:23])[N:17]=1, predict the reaction product. The product is: [CH3:23][O:22][C:18]1[N:17]=[C:16]([CH2:13][C:12]#[N:14])[CH:21]=[CH:20][CH:19]=1. (3) Given the reactants [Cl:1][C:2]1[CH:7]=[C:6]([Cl:8])[CH:5]=[CH:4][C:3]=1[C:9]1[N:10]=[C:11]([CH:16]=O)[N:12]([CH2:14][CH3:15])[CH:13]=1.[NH2:18][C:19]1[CH:20]=[C:21]([CH:26]=[CH:27][C:28]=1[NH2:29])[C:22]([O:24]C)=O.[NH2:30][CH2:31][CH2:32][CH2:33][C:34]([O:36]C)=[O:35], predict the reaction product. The product is: [Cl:1][C:2]1[CH:7]=[C:6]([Cl:8])[CH:5]=[CH:4][C:3]=1[C:9]1[N:10]=[C:11]([C:16]2[NH:18][C:19]3[CH:20]=[C:21]([C:22]([NH:30][CH2:31][CH2:32][CH2:33][C:34]([OH:36])=[O:35])=[O:24])[CH:26]=[CH:27][C:28]=3[N:29]=2)[N:12]([CH2:14][CH3:15])[CH:13]=1. (4) Given the reactants [Br:1][C:2]1[CH:7]=[CH:6][C:5]([C:8]2[CH2:12][CH:11]([CH2:13][OH:14])[O:10][N:9]=2)=[CH:4][CH:3]=1.C(N(CC)CC)C.[CH3:22][S:23](Cl)(=[O:25])=[O:24].C(=O)(O)[O-].[Na+], predict the reaction product. The product is: [Br:1][C:2]1[CH:3]=[CH:4][C:5]([C:8]2[CH2:12][CH:11]([CH2:13][O:14][S:23]([CH3:22])(=[O:25])=[O:24])[O:10][N:9]=2)=[CH:6][CH:7]=1.